The task is: Predict the reaction yield, written as a fraction of the theoretical maximum amount of product (1.0 means a 100% yield; for example, 0.34 means a 34% yield).. This data is from Reaction yield outcomes from USPTO patents with 853,638 reactions. (1) The catalyst is CO. The reactants are Cl.Cl.C(O[C:6]([C:8]1[CH:9]=[C:10]2[C:14](=[CH:15][CH:16]=1)[NH:13][N:12]=[C:11]2[C:17]1[CH:26]=[CH:25][C:24]2[C:19](=[CH:20][CH:21]=[C:22]([O:27][CH3:28])[CH:23]=2)[CH:18]=1)=[NH:7])C.[CH3:29][C@H:30]1[CH2:35][CH2:34][CH2:33][C@@H:32]([CH3:36])[N:31]1[CH2:37][C:38]([NH:40][NH2:41])=O.C(N(CC)CC)C. The product is [CH3:29][C@H:30]1[CH2:35][CH2:34][CH2:33][C@@H:32]([CH3:36])[N:31]1[CH2:37][C:38]1[NH:40][N:41]=[C:6]([C:8]2[CH:9]=[C:10]3[C:14](=[CH:15][CH:16]=2)[NH:13][N:12]=[C:11]3[C:17]2[CH:26]=[CH:25][C:24]3[C:19](=[CH:20][CH:21]=[C:22]([O:27][CH3:28])[CH:23]=3)[CH:18]=2)[N:7]=1. The yield is 0.120. (2) The reactants are C(OC)(=O)[CH2:2][SH:3].C[O-].[Na+].Cl[C:11]1[CH:18]=[CH:17][C:16]([N+:19]([O-:21])=[O:20])=[CH:15][C:12]=1[CH:13]=O.[OH-].[Na+].Cl. The catalyst is CO.O. The product is [N+:19]([C:16]1[CH:17]=[CH:18][C:11]2[S:3][CH:2]=[CH:13][C:12]=2[CH:15]=1)([O-:21])=[O:20]. The yield is 0.810. (3) The reactants are [CH3:1][O:2][C:3]1[CH:4]=[C:5]([CH2:9][C:10](Cl)=[O:11])[CH:6]=[CH:7][CH:8]=1.[NH2:13][C:14]1[CH:15]=[CH:16][C:17]([O:20][CH3:21])=[N:18][CH:19]=1. No catalyst specified. The product is [CH3:1][O:2][C:3]1[CH:4]=[C:5]([CH2:9][C:10]([NH:13][C:14]2[CH:15]=[CH:16][C:17]([O:20][CH3:21])=[N:18][CH:19]=2)=[O:11])[CH:6]=[CH:7][CH:8]=1. The yield is 0.990.